Dataset: Forward reaction prediction with 1.9M reactions from USPTO patents (1976-2016). Task: Predict the product of the given reaction. Given the reactants [CH3:1][C:2]([CH3:7])([CH3:6])[CH2:3][CH:4]=O.[NH2:8][CH2:9][CH2:10][N:11]1[CH2:16][C@H:15]([CH3:17])[O:14][C@H:13]([CH3:18])[CH2:12]1.[S-:19][C:20]#[N:21].[K+].II, predict the reaction product. The product is: [C:2]([C:3]1[S:19][C:20](=[NH:21])[N:8]([CH2:9][CH2:10][N:11]2[CH2:16][C@@H:15]([CH3:17])[O:14][C@@H:13]([CH3:18])[CH2:12]2)[CH:4]=1)([CH3:7])([CH3:6])[CH3:1].